This data is from Full USPTO retrosynthesis dataset with 1.9M reactions from patents (1976-2016). The task is: Predict the reactants needed to synthesize the given product. (1) Given the product [Cl:17][C:18]1[CH:19]=[C:20]([Cl:35])[C:21]2[O:25][C:24]([CH2:26][CH:27]3[CH2:28][N:29]([CH3:33])[CH2:30][CH2:31][N:32]3[C:14]([C:9]3[N:10]=[C:11]([CH3:13])[S:12][C:8]=3[C:5]3[CH:6]=[CH:7][C:2]([F:1])=[CH:3][CH:4]=3)=[O:15])=[CH:23][C:22]=2[CH:34]=1, predict the reactants needed to synthesize it. The reactants are: [F:1][C:2]1[CH:7]=[CH:6][C:5]([C:8]2[S:12][C:11]([CH3:13])=[N:10][C:9]=2[C:14](Cl)=[O:15])=[CH:4][CH:3]=1.[Cl:17][C:18]1[CH:19]=[C:20]([Cl:35])[C:21]2[O:25][C:24]([CH2:26][CH:27]3[NH:32][CH2:31][CH2:30][N:29]([CH3:33])[CH2:28]3)=[CH:23][C:22]=2[CH:34]=1. (2) Given the product [OH:15][C:11]1[CH:10]=[C:9]([C@H:6]2[CH2:7][CH2:8][C@:4]3([CH2:3][CH2:1][NH:2][C:30]3=[O:31])[N:5]2[C:23]([O:25][C:26]([CH3:28])([CH3:27])[CH3:29])=[O:24])[CH:14]=[CH:13][CH:12]=1, predict the reactants needed to synthesize it. The reactants are: [C:1]([CH2:3][C@@:4]1([C:30](OC)=[O:31])[CH2:8][CH2:7][C@H:6]([C:9]2[CH:14]=[CH:13][CH:12]=[C:11]([O:15]CC3C=CC=CC=3)[CH:10]=2)[N:5]1[C:23]([O:25][C:26]([CH3:29])([CH3:28])[CH3:27])=[O:24])#[N:2]. (3) Given the product [N:1]1([CH2:7][CH2:8][C:9]2[C:10](=[N:13][NH:14][C:15]3[CH:20]=[CH:19][CH:18]=[CH:17][CH:16]=3)[C:11]([NH2:12])=[N:23][N:24]=2)[CH2:25][CH2:29][O:28][CH2:27][CH2:26]1, predict the reactants needed to synthesize it. The reactants are: [N:1]1([CH2:7][CH2:8][C:9](=O)[C:10](=[N:13][NH:14][C:15]2[CH:20]=[CH:19][CH:18]=[CH:17][CH:16]=2)[C:11]#[N:12])CCOCC1.O.[NH2:23][NH2:24].[CH2:25]1[CH2:29][O:28][CH2:27][CH2:26]1.NN. (4) Given the product [Cl:2][C:3]1[CH:21]=[CH:20][CH:19]=[CH:18][C:4]=1[CH:5]([O:13][CH:14]1[CH2:17][N:16]([C:32]([NH:31][S:28]([C:22]2[CH:23]=[CH:24][CH:25]=[CH:26][CH:27]=2)(=[O:30])=[O:29])=[O:33])[CH2:15]1)[C:6]1[CH:7]=[CH:8][C:9]([Cl:12])=[CH:10][CH:11]=1, predict the reactants needed to synthesize it. The reactants are: Cl.[Cl:2][C:3]1[CH:21]=[CH:20][CH:19]=[CH:18][C:4]=1[CH:5]([O:13][CH:14]1[CH2:17][NH:16][CH2:15]1)[C:6]1[CH:11]=[CH:10][C:9]([Cl:12])=[CH:8][CH:7]=1.[C:22]1([S:28]([N:31]=[C:32]=[O:33])(=[O:30])=[O:29])[CH:27]=[CH:26][CH:25]=[CH:24][CH:23]=1.C(=O)([O-])[O-].